Predict the reaction yield, written as a fraction of the theoretical maximum amount of product (1.0 means a 100% yield; for example, 0.34 means a 34% yield). From a dataset of Reaction yield outcomes from USPTO patents with 853,638 reactions. (1) The reactants are C(OC(=O)[NH:7][C@H:8]1[CH2:13][CH2:12][C@H:11]([CH2:14][CH2:15][N:16]2[CH2:21][CH2:20][CH:19]([C:22]3[C:26]4[CH:27]=[C:28]([F:31])[CH:29]=[CH:30][C:25]=4[O:24][N:23]=3)[CH2:18][CH2:17]2)[CH2:10][CH2:9]1)(C)(C)C.[F:33][C:34]([F:39])([F:38])[C:35]([OH:37])=[O:36].C([O-])(O)=O.[Na+]. The catalyst is ClCCl. The product is [F:33][C:34]([F:39])([F:38])[C:35]([OH:37])=[O:36].[F:31][C:28]1[CH:29]=[CH:30][C:25]2[O:24][N:23]=[C:22]([CH:19]3[CH2:20][CH2:21][N:16]([CH2:15][CH2:14][C@H:11]4[CH2:12][CH2:13][C@H:8]([NH2:7])[CH2:9][CH2:10]4)[CH2:17][CH2:18]3)[C:26]=2[CH:27]=1. The yield is 1.00. (2) The reactants are Br.[Br:2][C:3]1[CH:4]=[CH:5][C:6]2[C:12]3[N:13]=[C:14]([NH:16][C:17]([CH3:21])([CH3:20])[CH2:18][NH2:19])[S:15][C:11]=3[CH2:10][CH2:9][O:8][C:7]=2[CH:22]=1.Cl[C:24](Cl)([O:26]C(=O)OC(Cl)(Cl)Cl)Cl. The catalyst is O1CCCC1. The product is [Br:2][C:3]1[CH:4]=[CH:5][C:6]2[C:12]3[N:13]=[C:14]([N:16]4[C:17]([CH3:20])([CH3:21])[CH2:18][NH:19][C:24]4=[O:26])[S:15][C:11]=3[CH2:10][CH2:9][O:8][C:7]=2[CH:22]=1. The yield is 0.510. (3) The reactants are [CH2:1]([O:3][C:4]([CH:6]1[C:15]([CH2:16]O)=[CH:14][C:13]2[C:8](=[CH:9][CH:10]=[CH:11][CH:12]=2)[O:7]1)=[O:5])[CH3:2].C(Br)(Br)(Br)[Br:19].C1(P(C2C=CC=CC=2)C2C=CC=CC=2)C=CC=CC=1. The catalyst is C(Cl)Cl. The product is [CH2:1]([O:3][C:4]([CH:6]1[C:15]([CH2:16][Br:19])=[CH:14][C:13]2[C:8](=[CH:9][CH:10]=[CH:11][CH:12]=2)[O:7]1)=[O:5])[CH3:2]. The yield is 0.490. (4) The reactants are C([O:8][N:9]1[C:15](=[O:16])[N:14]2[CH2:17][C@H:10]1[CH2:11][CH2:12][C@H:13]2[C:18]1[O:19][CH:20]=[N:21][N:22]=1)C1C=CC=CC=1. The catalyst is C1COCC1.[Pd]. The product is [OH:8][N:9]1[C:15](=[O:16])[N:14]2[CH2:17][C@H:10]1[CH2:11][CH2:12][C@H:13]2[C:18]1[O:19][CH:20]=[N:21][N:22]=1. The yield is 0.910. (5) The reactants are [C:1]([CH:5]1[CH2:14][CH2:13][C:12]2[N:11]=[C:10]3[S:15][C:16]([C:18]([NH2:20])=[NH:19])=[CH:17][C:9]3=[CH:8][C:7]=2[CH2:6]1)([CH3:4])([CH3:3])[CH3:2].Cl[CH2:22][CH:23]=O.C(Cl)Cl. The catalyst is C1COCC1.C([O-])(O)=O.[Na+]. The product is [C:1]([CH:5]1[CH2:14][CH2:13][C:12]2[N:11]=[C:10]3[S:15][C:16]([C:18]4[NH:20][CH:22]=[CH:23][N:19]=4)=[CH:17][C:9]3=[CH:8][C:7]=2[CH2:6]1)([CH3:4])([CH3:2])[CH3:3]. The yield is 0.550. (6) The reactants are [C:1]([O:5][C:6]([C@@H:8]1[N:12]([CH2:13][C:14]2[CH:19]=[CH:18][CH:17]=[CH:16][CH:15]=2)[C@H:11]([CH:20]=[CH2:21])[C@H:10]([CH2:22][OH:23])[CH2:9]1)=[O:7])([CH3:4])([CH3:3])[CH3:2].[Si:24](Cl)([C:37]([CH3:40])([CH3:39])[CH3:38])([C:31]1[CH:36]=[CH:35][CH:34]=[CH:33][CH:32]=1)[C:25]1[CH:30]=[CH:29][CH:28]=[CH:27][CH:26]=1.N1C=CN=C1. The catalyst is ClCCl. The product is [C:1]([O:5][C:6]([C@@H:8]1[N:12]([CH2:13][C:14]2[CH:15]=[CH:16][CH:17]=[CH:18][CH:19]=2)[C@H:11]([CH:20]=[CH2:21])[C@H:10]([CH2:22][O:23][Si:24]([C:37]([CH3:40])([CH3:39])[CH3:38])([C:31]2[CH:32]=[CH:33][CH:34]=[CH:35][CH:36]=2)[C:25]2[CH:30]=[CH:29][CH:28]=[CH:27][CH:26]=2)[CH2:9]1)=[O:7])([CH3:4])([CH3:3])[CH3:2]. The yield is 0.980. (7) The reactants are C(N(CC)CC)C.[OH:8]/[N:9]=[C:10](\[NH2:20])/[CH2:11][C:12]1[CH:17]=[CH:16][C:15]([I:18])=[C:14]([CH3:19])[CH:13]=1.Cl[C:22]([O:24][C:25]1[CH:30]=[CH:29][CH:28]=[CH:27][CH:26]=1)=[O:23]. The yield is 1.05. The catalyst is ClCCl. The product is [OH:8]/[N:9]=[C:10](\[NH:20][C:22](=[O:23])[O:24][C:25]1[CH:30]=[CH:29][CH:28]=[CH:27][CH:26]=1)/[CH2:11][C:12]1[CH:17]=[CH:16][C:15]([I:18])=[C:14]([CH3:19])[CH:13]=1. (8) The reactants are C(Cl)(=O)C(Cl)=O.CS(C)=O.[N:11]1[CH:16]=[CH:15][CH:14]=[C:13]2[CH2:17][CH2:18][CH2:19][CH2:20][CH:21]([OH:22])[C:12]=12.C(N(CC)CC)C. The catalyst is ClCCl. The product is [N:11]1[CH:16]=[CH:15][CH:14]=[C:13]2[CH2:17][CH2:18][CH2:19][CH2:20][C:21](=[O:22])[C:12]=12. The yield is 0.740.